This data is from Full USPTO retrosynthesis dataset with 1.9M reactions from patents (1976-2016). The task is: Predict the reactants needed to synthesize the given product. Given the product [CH2:36]([N:43]1[C@@H:48]2[CH:49]([C:51]([O:53][C:54]([CH3:57])([CH3:56])[CH3:55])=[O:52])[CH2:50][C@@:44]1([C:59]1[CH:60]=[CH:61][CH:62]=[CH:63][CH:64]=1)[C:45](=[O:58])[CH:46]=[CH:47]2)[C:37]1[CH:38]=[CH:39][CH:40]=[CH:41][CH:42]=1, predict the reactants needed to synthesize it. The reactants are: [Br-].C([N+]1C=CC=C(O)C=1C1C=CC=CC=1)C1C=CC=CC=1.C(OC(C)(C)C)(=O)C=C.C([O-])(O)=O.[Na+].[CH2:36]([N:43]1[C@@H:48]2[C@H:49]([C:51]([O:53][C:54]([CH3:57])([CH3:56])[CH3:55])=[O:52])[CH2:50][C@@:44]1([C:59]1[CH:64]=[CH:63][CH:62]=[CH:61][CH:60]=1)[C:45](=[O:58])[CH:46]=[CH:47]2)[C:37]1[CH:42]=[CH:41][CH:40]=[CH:39][CH:38]=1.C(N1[C@@H]2[C@@H](C(OC(C)(C)C)=O)C[C@@]1(C1C=CC=CC=1)C(=O)C=C2)C1C=CC=CC=1.